This data is from Catalyst prediction with 721,799 reactions and 888 catalyst types from USPTO. The task is: Predict which catalyst facilitates the given reaction. (1) Reactant: [C:1]1([N:7]2[CH2:12][CH:11]=[C:10]([C:13]3[CH:14]=[C:15]4[C:19](=[CH:20][CH:21]=3)[NH:18][C:17](=[O:22])[CH2:16]4)[CH2:9][CH2:8]2)[CH:6]=[CH:5][CH:4]=[CH:3][CH:2]=1. Product: [C:1]1([N:7]2[CH2:12][CH2:11][CH:10]([C:13]3[CH:14]=[C:15]4[C:19](=[CH:20][CH:21]=3)[NH:18][C:17](=[O:22])[CH2:16]4)[CH2:9][CH2:8]2)[CH:2]=[CH:3][CH:4]=[CH:5][CH:6]=1. The catalyst class is: 358. (2) Reactant: [CH3:1][C:2]1[N:11]([C:12]2[CH:17]=[CH:16][CH:15]=[C:14]([N:18]3[C:22](=[O:23])[NH:21][N:20]=[N:19]3)[CH:13]=2)[C:10](=[O:24])[C:9]2[C:4](=[CH:5][CH:6]=[CH:7][CH:8]=2)[N:3]=1.[C:25]([C:27]1[CH:34]=[CH:33][C:30]([CH:31]=O)=[CH:29][CH:28]=1)#[N:26]. Product: [O:24]=[C:10]1[C:9]2[C:4](=[CH:5][CH:6]=[CH:7][CH:8]=2)[N:3]=[C:2](/[CH:1]=[CH:31]/[C:30]2[CH:33]=[CH:34][C:27]([C:25]#[N:26])=[CH:28][CH:29]=2)[N:11]1[C:12]1[CH:17]=[CH:16][CH:15]=[C:14]([N:18]2[C:22](=[O:23])[NH:21][N:20]=[N:19]2)[CH:13]=1. The catalyst class is: 52. (3) Reactant: [CH3:1][C:2](=[O:7])[CH2:3][C:4](=O)[CH3:5].COC(OC)[N:11]([CH3:13])C.O1CCCC1.Cl.Cl.[CH2:23]([NH:30]N)[C:24]1[CH:29]=[CH:28][CH:27]=[CH:26][CH:25]=1. Product: [CH2:23]([N:30]1[C:4]([CH3:5])=[C:3]([C:2](=[O:7])[CH3:1])[CH:13]=[N:11]1)[C:24]1[CH:29]=[CH:28][CH:27]=[CH:26][CH:25]=1. The catalyst class is: 69.